Task: Predict the reactants needed to synthesize the given product.. Dataset: Full USPTO retrosynthesis dataset with 1.9M reactions from patents (1976-2016) (1) Given the product [C:1]([C:3]1[C:11]2[O:10][C:9]([C:12]3[CH:17]=[CH:16][C:15]([C:18]4([NH:22][C:23](=[O:29])[O:24][C:25]([CH3:28])([CH3:27])[CH3:26])[CH2:21][CH2:20][CH2:19]4)=[CH:14][CH:13]=3)=[C:8]([C:31]3[CH:36]=[CH:35][CH:34]=[CH:33][CH:32]=3)[C:7]=2[CH:6]=[CH:5][CH:4]=1)#[N:2], predict the reactants needed to synthesize it. The reactants are: [C:1]([C:3]1[C:11]2[O:10][C:9]([C:12]3[CH:17]=[CH:16][C:15]([C:18]4([NH:22][C:23](=[O:29])[O:24][C:25]([CH3:28])([CH3:27])[CH3:26])[CH2:21][CH2:20][CH2:19]4)=[CH:14][CH:13]=3)=[C:8](I)[C:7]=2[CH:6]=[CH:5][CH:4]=1)#[N:2].[C:31]1(P([C:31]2[CH:36]=[CH:35][CH:34]=[CH:33][CH:32]=2)[C:31]2[CH:36]=[CH:35][CH:34]=[CH:33][CH:32]=2)[CH:36]=[CH:35][CH:34]=[CH:33][CH:32]=1.[F-].[Cs+].C1(B(O)O)C=CC=CC=1. (2) Given the product [CH3:20][S:21]([O:1][CH:2]1[CH2:5][C:4]([C:6]#[N:7])([C:8]2[CH:13]=[CH:12][CH:11]=[CH:10][N:9]=2)[CH2:3]1)(=[O:23])=[O:22], predict the reactants needed to synthesize it. The reactants are: [OH:1][CH:2]1[CH2:5][C:4]([C:8]2[CH:13]=[CH:12][CH:11]=[CH:10][N:9]=2)([C:6]#[N:7])[CH2:3]1.N1C=CC=CC=1.[CH3:20][S:21](Cl)(=[O:23])=[O:22].